From a dataset of NCI-60 drug combinations with 297,098 pairs across 59 cell lines. Regression. Given two drug SMILES strings and cell line genomic features, predict the synergy score measuring deviation from expected non-interaction effect. (1) Drug 1: C1CN1P(=S)(N2CC2)N3CC3. Drug 2: CC1=C(C(CCC1)(C)C)C=CC(=CC=CC(=CC(=O)O)C)C. Cell line: UACC62. Synergy scores: CSS=16.7, Synergy_ZIP=-8.26, Synergy_Bliss=-0.397, Synergy_Loewe=-4.46, Synergy_HSA=1.84. (2) Drug 1: C1CCC(C1)C(CC#N)N2C=C(C=N2)C3=C4C=CNC4=NC=N3. Drug 2: CC(CN1CC(=O)NC(=O)C1)N2CC(=O)NC(=O)C2. Cell line: BT-549. Synergy scores: CSS=17.0, Synergy_ZIP=-0.00296, Synergy_Bliss=3.87, Synergy_Loewe=-0.109, Synergy_HSA=0.982. (3) Drug 1: CC1=C2C(C(=O)C3(C(CC4C(C3C(C(C2(C)C)(CC1OC(=O)C(C(C5=CC=CC=C5)NC(=O)OC(C)(C)C)O)O)OC(=O)C6=CC=CC=C6)(CO4)OC(=O)C)O)C)O. Drug 2: COCCOC1=C(C=C2C(=C1)C(=NC=N2)NC3=CC=CC(=C3)C#C)OCCOC.Cl. Cell line: K-562. Synergy scores: CSS=60.0, Synergy_ZIP=3.91, Synergy_Bliss=5.17, Synergy_Loewe=-45.8, Synergy_HSA=5.79. (4) Drug 1: CCC1(C2=C(COC1=O)C(=O)N3CC4=CC5=C(C=CC(=C5CN(C)C)O)N=C4C3=C2)O.Cl. Drug 2: CC1C(C(CC(O1)OC2CC(CC3=C2C(=C4C(=C3O)C(=O)C5=CC=CC=C5C4=O)O)(C(=O)C)O)N)O. Cell line: PC-3. Synergy scores: CSS=43.2, Synergy_ZIP=-8.74, Synergy_Bliss=-11.4, Synergy_Loewe=-6.89, Synergy_HSA=-5.28. (5) Drug 1: C1CC(=O)NC(=O)C1N2CC3=C(C2=O)C=CC=C3N. Drug 2: CC1=C2C(C(=O)C3(C(CC4C(C3C(C(C2(C)C)(CC1OC(=O)C(C(C5=CC=CC=C5)NC(=O)OC(C)(C)C)O)O)OC(=O)C6=CC=CC=C6)(CO4)OC(=O)C)O)C)O. Cell line: SK-MEL-2. Synergy scores: CSS=39.9, Synergy_ZIP=0.710, Synergy_Bliss=0.297, Synergy_Loewe=-37.4, Synergy_HSA=1.41. (6) Drug 1: C1=CC(=CC=C1CCCC(=O)O)N(CCCl)CCCl. Drug 2: C(CN)CNCCSP(=O)(O)O. Cell line: T-47D. Synergy scores: CSS=17.7, Synergy_ZIP=-3.92, Synergy_Bliss=0.457, Synergy_Loewe=-10.1, Synergy_HSA=-2.62. (7) Drug 1: C(CN)CNCCSP(=O)(O)O. Drug 2: CC1CCCC2(C(O2)CC(NC(=O)CC(C(C(=O)C(C1O)C)(C)C)O)C(=CC3=CSC(=N3)C)C)C. Cell line: 786-0. Synergy scores: CSS=46.2, Synergy_ZIP=3.93, Synergy_Bliss=3.64, Synergy_Loewe=-41.1, Synergy_HSA=1.70.